This data is from Forward reaction prediction with 1.9M reactions from USPTO patents (1976-2016). The task is: Predict the product of the given reaction. Given the reactants [CH:1]1([NH:4][C:5]2[C:10]([C:11]([NH2:13])=[O:12])=[CH:9][N:8]=[C:7]([NH:14][C:15]3[CH:20]=[CH:19][C:18]([CH:21]4[CH2:26][CH2:25][N:24]([S:27]([CH2:30][CH3:31])(=[O:29])=[O:28])[CH2:23][CH2:22]4)=[CH:17][CH:16]=3)[N:6]=2)[CH2:3][CH2:2]1.[N:32]1[CH:37]=CC=[C:34](S(Cl)(=O)=O)[CH:33]=1, predict the reaction product. The product is: [CH:1]1([NH:4][C:5]2[C:10]([C:11]([NH2:13])=[O:12])=[CH:9][N:8]=[C:7]([NH:14][C:15]3[CH:20]=[CH:19][C:18]([CH:21]4[CH2:22][CH2:23][N:24]([S:27]([C:30]5[CH:37]=[N:32][CH:33]=[CH:34][CH:31]=5)(=[O:28])=[O:29])[CH2:25][CH2:26]4)=[CH:17][CH:16]=3)[N:6]=2)[CH2:2][CH2:3]1.